This data is from Full USPTO retrosynthesis dataset with 1.9M reactions from patents (1976-2016). The task is: Predict the reactants needed to synthesize the given product. (1) Given the product [CH2:30]([N:4]1[CH2:5][CH2:6][C:7]2[CH:12]=[C:11]([C:13]([O:15][CH2:16][CH:17]3[CH2:18][CH2:19][N:20]([CH2:23][C:24]4[CH:25]=[CH:26][CH:27]=[CH:28][CH:29]=4)[CH2:21][CH2:22]3)=[O:14])[CH:10]=[CH:9][C:8]=2[CH2:2][CH2:3]1)[CH3:31], predict the reactants needed to synthesize it. The reactants are: Cl.[CH2:2]1[C:8]2[CH:9]=[CH:10][C:11]([C:13]([O:15][CH2:16][CH:17]3[CH2:22][CH2:21][N:20]([CH2:23][C:24]4[CH:29]=[CH:28][CH:27]=[CH:26][CH:25]=4)[CH2:19][CH2:18]3)=[O:14])=[CH:12][C:7]=2[CH2:6][CH2:5][NH:4][CH2:3]1.[CH:30](=O)[CH3:31].C(O)(=O)C.C(O[BH-](OC(=O)C)OC(=O)C)(=O)C.[Na+]. (2) Given the product [N+:1]([C:4]1[CH:11]=[CH:10][CH:9]=[CH:8][C:5]=1[CH2:6][O:7][C:19]([NH:18][CH:12]1[CH2:17][CH2:16][CH2:15][CH2:14][CH2:13]1)=[O:20])([O-:3])=[O:2], predict the reactants needed to synthesize it. The reactants are: [N+:1]([C:4]1[CH:11]=[CH:10][CH:9]=[CH:8][C:5]=1[CH2:6][OH:7])([O-:3])=[O:2].[CH:12]1([N:18]=[C:19]=[O:20])[CH2:17][CH2:16][CH2:15][CH2:14][CH2:13]1.[N+](C1C=CC=CC=1COC(CCCCCCCCN)=O)([O-])=O. (3) The reactants are: [Cl:1][C:2]1[CH:7]=[CH:6][C:5](/[CH:8]=[CH:9]/[S:10]([O-:12])=[O:11])=[CH:4][CH:3]=1.[Na+].Br[CH2:15][CH2:16][CH2:17][C:18]([O:20][CH2:21][CH3:22])=[O:19].C(OCC)(=O)C. Given the product [Cl:1][C:2]1[CH:3]=[CH:4][C:5](/[CH:8]=[CH:9]/[S:10]([CH2:15][CH2:16][CH2:17][C:18]([O:20][CH2:21][CH3:22])=[O:19])(=[O:12])=[O:11])=[CH:6][CH:7]=1, predict the reactants needed to synthesize it. (4) Given the product [Cl:8][C:6]1[N:5]=[CH:4][C:3]([C:9]([N:11]2[CH2:16][CH2:15][CH:14]([C:17]3[CH:22]=[CH:21][C:20]([F:23])=[CH:19][CH:18]=3)[CH2:13][CH2:12]2)=[O:10])=[C:2]([NH:33][C:29]2[CH:28]=[C:27]3[C:32](=[CH:31][CH:30]=2)[CH2:24][O:25][CH2:26]3)[CH:7]=1, predict the reactants needed to synthesize it. The reactants are: Cl[C:2]1[CH:7]=[C:6]([Cl:8])[N:5]=[CH:4][C:3]=1[C:9]([N:11]1[CH2:16][CH2:15][CH:14]([C:17]2[CH:22]=[CH:21][C:20]([F:23])=[CH:19][CH:18]=2)[CH2:13][CH2:12]1)=[O:10].[CH2:24]1[C:32]2[C:27](=[CH:28][C:29]([NH2:33])=[CH:30][CH:31]=2)[CH2:26][O:25]1. (5) Given the product [Br:21][C:9]1[C:10]([CH3:20])=[N:11][N:12]([CH2:13][C:14]2[CH:15]=[CH:16][N:17]=[CH:18][CH:19]=2)[C:8]=1[C:5]1[CH:4]=[CH:3][C:2]([F:1])=[CH:7][CH:6]=1, predict the reactants needed to synthesize it. The reactants are: [F:1][C:2]1[CH:7]=[CH:6][C:5]([C:8]2[N:12]([CH2:13][C:14]3[CH:19]=[CH:18][N:17]=[CH:16][CH:15]=3)[N:11]=[C:10]([CH3:20])[CH:9]=2)=[CH:4][CH:3]=1.[Br:21]N1C(=O)CCC1=O.